Dataset: Reaction yield outcomes from USPTO patents with 853,638 reactions. Task: Predict the reaction yield, written as a fraction of the theoretical maximum amount of product (1.0 means a 100% yield; for example, 0.34 means a 34% yield). The reactants are [CH3:1][O:2][C:3]1[CH:34]=[CH:33][C:6]([CH2:7][N:8]([CH2:24][C:25]2[CH:30]=[CH:29][C:28]([O:31][CH3:32])=[CH:27][CH:26]=2)[C:9]2[C:14]([N+:15]([O-])=O)=[C:13]([NH:18][CH2:19][C:20]#[CH:21])[C:12]([CH3:22])=[C:11]([CH3:23])[N:10]=2)=[CH:5][CH:4]=1.S(S([O-])=O)([O-])=O.[Na+].[Na+]. The catalyst is CCO.CC#N.O. The product is [CH3:32][O:31][C:28]1[CH:27]=[CH:26][C:25]([CH2:24][N:8]([CH2:7][C:6]2[CH:5]=[CH:4][C:3]([O:2][CH3:1])=[CH:34][CH:33]=2)[C:9]2[C:14]([NH2:15])=[C:13]([NH:18][CH2:19][C:20]#[CH:21])[C:12]([CH3:22])=[C:11]([CH3:23])[N:10]=2)=[CH:30][CH:29]=1. The yield is 0.660.